From a dataset of Forward reaction prediction with 1.9M reactions from USPTO patents (1976-2016). Predict the product of the given reaction. Given the reactants [Cl:1][C:2]1[CH:3]=[C:4]([C:25](O)=[O:26])[CH:5]=[N:6][C:7]=1[N:8]1[CH2:13][CH2:12][CH:11]([N:14]2[C:19]3[CH:20]=[CH:21][CH:22]=[CH:23][C:18]=3[CH2:17][O:16][C:15]2=[O:24])[CH2:10][CH2:9]1.C(Cl)(=O)C(Cl)=O.C[N:35](C)[CH:36]=[O:37].C([N:42](CC)[CH:43]([CH3:45])C)(C)C.C[N:49]1CCCC1=O, predict the reaction product. The product is: [NH2:35][C:36](=[O:37])[CH:45]([NH:49][C:25]([C:4]1[CH:5]=[N:6][C:7]([N:8]2[CH2:13][CH2:12][CH:11]([N:14]3[C:19]4[CH:20]=[CH:21][CH:22]=[CH:23][C:18]=4[CH2:17][O:16][C:15]3=[O:24])[CH2:10][CH2:9]2)=[C:2]([Cl:1])[CH:3]=1)=[O:26])[C:43]#[N:42].